This data is from NCI-60 drug combinations with 297,098 pairs across 59 cell lines. The task is: Regression. Given two drug SMILES strings and cell line genomic features, predict the synergy score measuring deviation from expected non-interaction effect. (1) Drug 1: CC1=C(C(=CC=C1)Cl)NC(=O)C2=CN=C(S2)NC3=CC(=NC(=N3)C)N4CCN(CC4)CCO. Drug 2: CCN(CC)CCCC(C)NC1=C2C=C(C=CC2=NC3=C1C=CC(=C3)Cl)OC. Cell line: HOP-92. Synergy scores: CSS=30.2, Synergy_ZIP=-10.6, Synergy_Bliss=-6.02, Synergy_Loewe=-3.16, Synergy_HSA=-1.74. (2) Drug 1: CC12CCC3C(C1CCC2=O)CC(=C)C4=CC(=O)C=CC34C. Drug 2: C(CCl)NC(=O)N(CCCl)N=O. Cell line: NCI/ADR-RES. Synergy scores: CSS=9.95, Synergy_ZIP=1.82, Synergy_Bliss=2.87, Synergy_Loewe=0.392, Synergy_HSA=1.36. (3) Drug 1: C1=CC(=C2C(=C1NCCNCCO)C(=O)C3=C(C=CC(=C3C2=O)O)O)NCCNCCO. Drug 2: COCCOC1=C(C=C2C(=C1)C(=NC=N2)NC3=CC=CC(=C3)C#C)OCCOC.Cl. Cell line: TK-10. Synergy scores: CSS=50.3, Synergy_ZIP=1.57, Synergy_Bliss=1.54, Synergy_Loewe=5.11, Synergy_HSA=7.31.